This data is from Reaction yield outcomes from USPTO patents with 853,638 reactions. The task is: Predict the reaction yield, written as a fraction of the theoretical maximum amount of product (1.0 means a 100% yield; for example, 0.34 means a 34% yield). (1) The reactants are [NH:1]1[CH2:6][CH2:5][O:4][CH2:3][CH2:2]1.[CH3:7][O:8][C:9]1[CH:10]=[CH:11][C:12]([C:15]2[N:19]([C:20]3[CH:21]=[N:22][C:23]([CH3:26])=[CH:24][CH:25]=3)[N:18]=[C:17]([C:27](O)=[O:28])[CH:16]=2)=[N:13][CH:14]=1.Cl.CN(C)CCCN=C=NCC.ON1C2C=CC=CC=2N=N1. The product is [CH3:7][O:8][C:9]1[CH:10]=[CH:11][C:12]([C:15]2[N:19]([C:20]3[CH:21]=[N:22][C:23]([CH3:26])=[CH:24][CH:25]=3)[N:18]=[C:17]([C:27]([N:1]3[CH2:6][CH2:5][O:4][CH2:3][CH2:2]3)=[O:28])[CH:16]=2)=[N:13][CH:14]=1. The catalyst is CN(C)C=O.C(Cl)(Cl)Cl.O.C(N(CC)CC)C. The yield is 0.760. (2) The reactants are [OH-:1].[K+].[NH2:3][C:4]1[CH:12]=[CH:11][C:7]([C:8]([OH:10])=[O:9])=[CH:6][C:5]=1[N+:13]([O-:15])=O.Cl[O-].[Na+].Cl.[Na+].[Cl-]. The catalyst is C(O)C.O.C(O)(=O)C.CC(C)=O.C(Cl)(Cl)Cl. The product is [N+:3]1([O-:1])[O:15][N:13]=[C:5]2[CH:6]=[C:7]([C:8]([OH:10])=[O:9])[CH:11]=[CH:12][C:4]=12. The yield is 0.888.